This data is from Catalyst prediction with 721,799 reactions and 888 catalyst types from USPTO. The task is: Predict which catalyst facilitates the given reaction. (1) Reactant: [CH2:1]([C:3]1[CH:20]=[C:6]2[C:7]([C:13]3([CH2:18][CH3:19])[O:17][CH2:16][CH2:15][O:14]3)=[CH:8][CH:9]=[C:10]([CH:11]=[O:12])[N:5]2[N:4]=1)[CH3:2].[CH3:21][Mg]Br.C1COCC1.[Cl-].[NH4+]. Product: [CH2:1]([C:3]1[CH:20]=[C:6]2[C:7]([C:13]3([CH2:18][CH3:19])[O:14][CH2:15][CH2:16][O:17]3)=[CH:8][CH:9]=[C:10]([CH:11]([OH:12])[CH3:21])[N:5]2[N:4]=1)[CH3:2]. The catalyst class is: 1. (2) Reactant: [F:1][C:2]1[CH:7]=[CH:6][C:5]([CH:8]([N+:14]([O-:16])=[O:15])[CH:9](O)[CH:10]([CH3:12])[CH3:11])=[CH:4][CH:3]=1.CS(Cl)(=O)=O.C(N(CC)CC)C. The catalyst class is: 4. Product: [F:1][C:2]1[CH:3]=[CH:4][C:5]([C:8]([N+:14]([O-:16])=[O:15])=[CH:9][CH:10]([CH3:11])[CH3:12])=[CH:6][CH:7]=1. (3) Reactant: [Cl:1][C:2]1[CH:3]=[CH:4][C:5]([NH:8][C:9]([CH2:11][N:12]2[C:16]3[CH:17]=[CH:18][CH:19]=[C:20]([C:21]([OH:23])=[O:22])[C:15]=3[N:14]=[C:13]2[C:24](=[O:35])[NH:25][CH:26]2[CH2:31][CH2:30][N:29]([CH:32]([CH3:34])[CH3:33])[CH2:28][CH2:27]2)=[O:10])=[N:6][CH:7]=1.[CH:36]1([CH2:39]O)[CH2:38][CH2:37]1.C1CCC(N=C=NC2CCCCC2)CC1. Product: [CH:36]1([CH2:39][O:22][C:21]([C:20]2[C:15]3[N:14]=[C:13]([C:24](=[O:35])[NH:25][CH:26]4[CH2:31][CH2:30][N:29]([CH:32]([CH3:33])[CH3:34])[CH2:28][CH2:27]4)[N:12]([CH2:11][C:9](=[O:10])[NH:8][C:5]4[CH:4]=[CH:3][C:2]([Cl:1])=[CH:7][N:6]=4)[C:16]=3[CH:17]=[CH:18][CH:19]=2)=[O:23])[CH2:38][CH2:37]1. The catalyst class is: 64. (4) Reactant: Br[C:2]1[C:6]([CH3:8])([CH3:7])[O:5]/[C:4](=[C:9]2/[C:10](=[O:22])[NH:11][C:12]3[C:17]/2=[CH:16][C:15]([C:18]([O:20][CH3:21])=[O:19])=[CH:14][CH:13]=3)/[CH:3]=1.Cl.CC1(C)C(C)(C)OB([C:32]2[CH:44]=[CH:43][C:35]([CH2:36][N:37]3[CH2:42][CH2:41][O:40][CH2:39][CH2:38]3)=[CH:34][CH:33]=2)O1.C([O-])([O-])=O.[Na+].[Na+].O. Product: [CH3:7][C:6]1([CH3:8])[O:5]/[C:4](=[C:9]2/[C:10](=[O:22])[NH:11][C:12]3[C:17]/2=[CH:16][C:15]([C:18]([O:20][CH3:21])=[O:19])=[CH:14][CH:13]=3)/[CH:3]=[C:2]1[C:32]1[CH:33]=[CH:34][C:35]([CH2:36][N:37]2[CH2:42][CH2:41][O:40][CH2:39][CH2:38]2)=[CH:43][CH:44]=1. The catalyst class is: 151. (5) Reactant: CS(C)=O.C(Cl)(=O)C(Cl)=O.[CH2:11]([N:18]1[CH2:23][C:22]([CH3:25])([CH3:24])[O:21][CH2:20][C@H:19]1[CH2:26][CH2:27][OH:28])[C:12]1[CH:17]=[CH:16][CH:15]=[CH:14][CH:13]=1.C(N(CC)CC)C. Product: [CH2:11]([N:18]1[CH2:23][C:22]([CH3:24])([CH3:25])[O:21][CH2:20][CH:19]1[CH2:26][CH:27]=[O:28])[C:12]1[CH:13]=[CH:14][CH:15]=[CH:16][CH:17]=1. The catalyst class is: 46. (6) Reactant: O.[NH2:2][NH2:3].Cl[C:5]1[N:6]=[N:7][C:8]([C:11]2[CH:12]=[N:13][N:14]([CH3:16])[CH:15]=2)=[CH:9][CH:10]=1. Product: [NH:2]([C:5]1[N:6]=[N:7][C:8]([C:11]2[CH:12]=[N:13][N:14]([CH3:16])[CH:15]=2)=[CH:9][CH:10]=1)[NH2:3]. The catalyst class is: 8. (7) Reactant: C1CN([P+](ON2N=NC3C=CC=CC2=3)(N2CCCC2)N2CCCC2)CC1.F[P-](F)(F)(F)(F)F.C(N(CC)C(C)C)(C)C.[CH2:43]([C:45]1[CH:50]=[CH:49][C:48]([CH:51]2[CH2:56][N:55]([C:57]([N:59]3[CH2:64][CH2:63][O:62][CH2:61][CH2:60]3)=[O:58])[CH2:54][CH:53]([C:65]3[S:66][CH:67]=[C:68]([C:70]([OH:72])=O)[N:69]=3)[CH2:52]2)=[CH:47][CH:46]=1)[CH3:44].[NH2:73][C:74]1[CH:79]=[CH:78][N:77]=[CH:76][CH:75]=1. Product: [CH2:43]([C:45]1[CH:50]=[CH:49][C:48]([CH:51]2[CH2:56][N:55]([C:57]([N:59]3[CH2:60][CH2:61][O:62][CH2:63][CH2:64]3)=[O:58])[CH2:54][CH:53]([C:65]3[S:66][CH:67]=[C:68]([C:70]([NH:73][C:74]4[CH:79]=[CH:78][N:77]=[CH:76][CH:75]=4)=[O:72])[N:69]=3)[CH2:52]2)=[CH:47][CH:46]=1)[CH3:44]. The catalyst class is: 1. (8) Reactant: [F:1][C:2]1[C:3]([NH:12][C:13]2[CH:18]=[CH:17][C:16]([I:19])=[CH:15][C:14]=2[F:20])=[C:4]([CH:8]=[CH:9][C:10]=1[F:11])[C:5]([OH:7])=O.Cl.CN(C)CCCN=C=NCC.Cl.[OH:34][CH:35]([C:37]1([OH:41])[CH2:40][NH:39][CH2:38]1)[CH3:36].C(OCC)(=O)C. Product: [F:1][C:2]1[C:3]([NH:12][C:13]2[CH:18]=[CH:17][C:16]([I:19])=[CH:15][C:14]=2[F:20])=[C:4]([C:5]([N:39]2[CH2:40][C:37]([CH:35]([OH:34])[CH3:36])([OH:41])[CH2:38]2)=[O:7])[CH:8]=[CH:9][C:10]=1[F:11]. The catalyst class is: 456. (9) Reactant: [NH:1]1[CH2:6][CH2:5][CH2:4][NH:3][C:2]1=[O:7].Br[CH2:9][C:10]1[C:11]([CH3:16])=[CH:12][CH:13]=[CH:14][CH:15]=1.CN(C)C=O.[H-].[Na+]. Product: [CH3:9][C:10]1[CH:15]=[CH:14][CH:13]=[CH:12][C:11]=1[CH2:16][N:1]1[CH2:6][CH2:5][CH2:4][NH:3][C:2]1=[O:7]. The catalyst class is: 6. (10) Reactant: [CH:1]1([C:5]2[NH:6][N:7]=[C:8]3[C:13]=2[C:12]([O:14]C)=[CH:11][C:10]([CH2:16][C:17]2[CH:26]=[CH:25][C:24]4[C:19](=[CH:20][CH:21]=[CH:22][CH:23]=4)[CH:18]=2)=[N:9]3)[CH2:4][CH2:3][CH2:2]1.C1COCC1.Cl. Product: [CH:1]1([C:5]2[NH:6][N:7]=[C:8]3[C:13]=2[C:12](=[O:14])[CH:11]=[C:10]([CH2:16][C:17]2[CH:26]=[CH:25][C:24]4[C:19](=[CH:20][CH:21]=[CH:22][CH:23]=4)[CH:18]=2)[NH:9]3)[CH2:2][CH2:3][CH2:4]1. The catalyst class is: 13.